This data is from Reaction yield outcomes from USPTO patents with 853,638 reactions. The task is: Predict the reaction yield, written as a fraction of the theoretical maximum amount of product (1.0 means a 100% yield; for example, 0.34 means a 34% yield). (1) The reactants are [Cl:1][C:2]1[N:7]=[C:6](Cl)[C:5]([Cl:9])=[C:4]([Cl:10])[N:3]=1.C1(P(C2C=CC=CC=2)C2C=CC=CC=2)C=CC=CC=1.[Cl:30][C:31]1[CH:32]=[CH:33][C:34]([O:40][CH3:41])=[C:35](B(O)O)[CH:36]=1.[O-]P([O-])([O-])=O.[K+].[K+].[K+]. The catalyst is C([O-])(=O)C.[Pd+2].C([O-])(=O)C. The product is [Cl:1][C:2]1[N:3]=[C:4]([Cl:10])[C:5]([Cl:9])=[C:6]([C:33]2[CH:32]=[C:31]([Cl:30])[CH:36]=[CH:35][C:34]=2[O:40][CH3:41])[N:7]=1. The yield is 0.690. (2) The product is [CH3:1][O:2][C:3]1[CH:30]=[C:29]([O:31][CH3:32])[CH:28]=[CH:27][C:4]=1[CH2:5][N:6]1[CH2:14][C:13]2[C:8](=[CH:9][CH:10]=[CH:11][C:12]=2[O:16][CH2:17][CH2:18][CH2:19][N:20]2[CH2:25][CH2:24][O:23][CH2:22][CH2:21]2)[CH2:7]1. No catalyst specified. The reactants are [CH3:1][O:2][C:3]1[CH:30]=[C:29]([O:31][CH3:32])[CH:28]=[CH:27][C:4]=1[CH2:5][N:6]1[C:14](=O)[C:13]2[C:8](=[CH:9][CH:10]=[CH:11][C:12]=2[O:16][CH2:17][CH2:18][CH2:19][N:20]2[CH2:25][CH2:24][O:23][CH2:22][CH2:21]2)[C:7]1=O.[H-].[Al+3].[Li+].[H-].[H-].[H-].C1COCC1. The yield is 0.830. (3) The reactants are Br[C:2]1[CH:7]=[C:6]([CH3:8])[CH:5]=[C:4]([CH3:9])[C:3]=1[OH:10].[O:11]1[CH:15]=[CH:14][CH:13]=[C:12]1B(O)O.C(=O)([O-])[O-].[Na+].[Na+]. The catalyst is C(COC)OC.O. The product is [O:11]1[CH:15]=[CH:14][CH:13]=[C:12]1[C:2]1[CH:7]=[C:6]([CH3:8])[CH:5]=[C:4]([CH3:9])[C:3]=1[OH:10]. The yield is 0.450. (4) The reactants are Br[CH:2]([CH2:9][CH3:10])[C:3](=[O:8])[C:4]([CH3:7])([CH3:6])[CH3:5].[CH3:11][O:12][C:13]([C:15]1[CH:24]=[CH:23][C:22]2[C:17](=[CH:18][CH:19]=[C:20]([C:25]([CH2:36][CH3:37])([C:28]3[CH:33]=[CH:32][C:31]([OH:34])=[C:30]([CH3:35])[CH:29]=3)[CH2:26][CH3:27])[CH:21]=2)[CH:16]=1)=[O:14].C([O-])([O-])=O.[K+].[K+]. The catalyst is CN(C=O)C.C(Cl)Cl. The product is [CH3:11][O:12][C:13]([C:15]1[CH:24]=[CH:23][C:22]2[C:17](=[CH:18][CH:19]=[C:20]([C:25]([C:28]3[CH:33]=[CH:32][C:31]([O:34][CH:2]([CH2:9][CH3:10])[C:3](=[O:8])[C:4]([CH3:7])([CH3:6])[CH3:5])=[C:30]([CH3:35])[CH:29]=3)([CH2:36][CH3:37])[CH2:26][CH3:27])[CH:21]=2)[CH:16]=1)=[O:14]. The yield is 0.880. (5) The reactants are [C:1]([N:5]1[C:9]([Cl:10])=[C:8]([CH:11]=[O:12])[C:7]([C:13]([F:16])([F:15])[F:14])=[N:6]1)([CH3:4])([CH3:3])[CH3:2].[BH4-].[Na+].O.C(OCC)(=O)C. The catalyst is CO. The product is [C:1]([N:5]1[C:9]([Cl:10])=[C:8]([CH2:11][OH:12])[C:7]([C:13]([F:14])([F:16])[F:15])=[N:6]1)([CH3:4])([CH3:2])[CH3:3]. The yield is 0.936. (6) The reactants are C[C:2]1(C)[O:6][C:5](=[CH:7][C:8]([N:10]([O:19][CH2:20][CH3:21])[CH2:11][C:12]2[CH:17]=[CH:16][C:15]([F:18])=[CH:14][CH:13]=2)=[O:9])[C:4](=[O:22])[O:3]1. The catalyst is CO. The product is [CH3:2][O:3][C:4](=[O:22])[C:5]([OH:6])=[CH:7][C:8](=[O:9])[N:10]([O:19][CH2:20][CH3:21])[CH2:11][C:12]1[CH:17]=[CH:16][C:15]([F:18])=[CH:14][CH:13]=1. The yield is 0.840.